This data is from Peptide-MHC class I binding affinity with 185,985 pairs from IEDB/IMGT. The task is: Regression. Given a peptide amino acid sequence and an MHC pseudo amino acid sequence, predict their binding affinity value. This is MHC class I binding data. (1) The peptide sequence is ETLEEITGY. The MHC is HLA-A01:01 with pseudo-sequence HLA-A01:01. The binding affinity (normalized) is 0.363. (2) The peptide sequence is TRAENRTYI. The MHC is Mamu-B08 with pseudo-sequence Mamu-B08. The binding affinity (normalized) is 0.372. (3) The peptide sequence is DIVSDSKKIM. The MHC is HLA-A02:03 with pseudo-sequence HLA-A02:03. The binding affinity (normalized) is 0. (4) The peptide sequence is TEDQGHFPL. The MHC is HLA-A80:01 with pseudo-sequence HLA-A80:01. The binding affinity (normalized) is 0.0847. (5) The peptide sequence is KTEHCDDFM. The MHC is HLA-A30:01 with pseudo-sequence HLA-A30:01. The binding affinity (normalized) is 0.0378. (6) The peptide sequence is RLLDLSSWFT. The MHC is HLA-A02:06 with pseudo-sequence HLA-A02:06. The binding affinity (normalized) is 0.592. (7) The peptide sequence is CSDETTLYY. The MHC is HLA-C04:01 with pseudo-sequence HLA-C04:01. The binding affinity (normalized) is 0.0847. (8) The peptide sequence is NYPYLFEEH. The MHC is HLA-A01:01 with pseudo-sequence HLA-A01:01. The binding affinity (normalized) is 0. (9) The MHC is Mamu-B17 with pseudo-sequence Mamu-B17. The peptide sequence is TCYCKKCCY. The binding affinity (normalized) is 0.